This data is from HIV replication inhibition screening data with 41,000+ compounds from the AIDS Antiviral Screen. The task is: Binary Classification. Given a drug SMILES string, predict its activity (active/inactive) in a high-throughput screening assay against a specified biological target. (1) The drug is O=C(NCCC[PH](c1ccccc1)(c1ccccc1)c1ccccc1)OCc1ccccc1. The result is 0 (inactive). (2) The result is 0 (inactive). The drug is O=C1C=CC(=Nc2ccc3c(c2)Cc2ccccc2-3)O1. (3) The molecule is COc1cc(OC)cc(Oc2nc3cc(F)c(F)cc3nc2-c2ccccc2)c1. The result is 0 (inactive). (4) The drug is COC(=O)C(CSCc1ccccc1)NC(=O)CNC(=O)c1ccccc1. The result is 0 (inactive).